Dataset: Reaction yield outcomes from USPTO patents with 853,638 reactions. Task: Predict the reaction yield, written as a fraction of the theoretical maximum amount of product (1.0 means a 100% yield; for example, 0.34 means a 34% yield). (1) The reactants are [Br:1][C:2]1[CH:7]=[CH:6][C:5]([OH:8])=[C:4]([CH2:9][CH2:10][OH:11])[CH:3]=1.CN(C=O)C.C(=O)([O-])[O-].[K+].[K+].Cl[C:24]([F:29])([F:28])C([O-])=O.[Na+]. The catalyst is CCOC(C)=O.O. The product is [Br:1][C:2]1[CH:7]=[CH:6][C:5]([O:8][CH:24]([F:29])[F:28])=[C:4]([CH2:9][CH2:10][OH:11])[CH:3]=1. The yield is 0.310. (2) The reactants are [Cl:1][C:2]1[C:7]([C:8]([O:10][CH2:11][C:12]2[CH:17]=[CH:16][C:15]([O:18][CH3:19])=[CH:14][CH:13]=2)=[O:9])=[C:6](Cl)[N:5]=[CH:4][N:3]=1.[NH3:21]. The catalyst is O1CCOCC1. The product is [NH2:21][C:6]1[C:7]([C:8]([O:10][CH2:11][C:12]2[CH:17]=[CH:16][C:15]([O:18][CH3:19])=[CH:14][CH:13]=2)=[O:9])=[C:2]([Cl:1])[N:3]=[CH:4][N:5]=1. The yield is 0.940. (3) The reactants are [C:1]1([CH2:7][CH2:8][O:9][C:10]2[CH:15]=[CH:14][C:13]([CH2:16][CH2:17][C:18]([O:20]C)=[O:19])=[CH:12][CH:11]=2)[CH:6]=[CH:5][CH:4]=[CH:3][CH:2]=1.[OH-].[Na+].Cl. The catalyst is CO. The product is [C:1]1([CH2:7][CH2:8][O:9][C:10]2[CH:11]=[CH:12][C:13]([CH2:16][CH2:17][C:18]([OH:20])=[O:19])=[CH:14][CH:15]=2)[CH:6]=[CH:5][CH:4]=[CH:3][CH:2]=1. The yield is 0.810. (4) The reactants are [OH:1][C:2]1[C:7]([CH:8]([CH3:10])[CH3:9])=[CH:6][C:5]([CH2:11][CH2:12][CH2:13][C:14]([OH:16])=O)=[CH:4][C:3]=1[CH:17]([CH3:19])[CH3:18].F[P-](F)(F)(F)(F)F.N1([PH+](N2CCCC2)N2CCCC2)CCCC1.[Cl-].[CH3:44][O:45][C:46]([C:48]1[CH:53]=[CH:52][C:51]([N:54]=[N:55][C:56]2[CH:61]=[CH:60][C:59]([CH2:62][NH3+:63])=[CH:58][CH:57]=2)=[CH:50][CH:49]=1)=[O:47].C(N(CC)CC)C. The catalyst is CN(C1C=CN=CC=1)C.C(Cl)Cl.C(Cl)(Cl)Cl.C(Cl)(Cl)Cl.CO. The product is [OH:1][C:2]1[C:3]([CH:17]([CH3:19])[CH3:18])=[CH:4][C:5]([CH2:11][CH2:12][CH2:13][C:14]([NH:63][CH2:62][C:59]2[CH:58]=[CH:57][C:56](/[N:55]=[N:54]/[C:51]3[CH:52]=[CH:53][C:48]([C:46]([O:45][CH3:44])=[O:47])=[CH:49][CH:50]=3)=[CH:61][CH:60]=2)=[O:16])=[CH:6][C:7]=1[CH:8]([CH3:9])[CH3:10]. The yield is 0.570. (5) The yield is 0.680. The product is [CH3:14][O:13][C:4]1[CH:5]=[C:6]([CH:18]=[O:19])[C:7]2[C:12]([C:3]=1[O:2][CH3:1])=[CH:11][CH:10]=[CH:9][CH:8]=2. The reactants are [CH3:1][O:2][C:3]1[C:12]2[C:7](=[CH:8][CH:9]=[CH:10][CH:11]=2)[CH:6]=[CH:5][C:4]=1[O:13][CH3:14].CN([CH:18]=[O:19])C.O=P(Cl)(Cl)Cl. The catalyst is C1C(Cl)=CC=C(Cl)C=1.